This data is from Forward reaction prediction with 1.9M reactions from USPTO patents (1976-2016). The task is: Predict the product of the given reaction. (1) Given the reactants [F:1][C:2]([F:25])([C:18]1[CH:23]=[CH:22][C:21]([F:24])=[CH:20][N:19]=1)[C:3]1[N:12]=[C:11](O)[C:10]2[C:5](=[C:6]([S:14]([CH3:17])(=[O:16])=[O:15])[CH:7]=[CH:8][CH:9]=2)[N:4]=1.P(Br)(Br)(Br)=O.CCN(C(C)C)C(C)C.[CH3:40][C:41]1[NH:45][N:44]=[C:43]([NH2:46])[CH:42]=1, predict the reaction product. The product is: [F:1][C:2]([F:25])([C:18]1[CH:23]=[CH:22][C:21]([F:24])=[CH:20][N:19]=1)[C:3]1[N:12]=[C:11]([NH:46][C:43]2[CH:42]=[C:41]([CH3:40])[NH:45][N:44]=2)[C:10]2[C:5](=[C:6]([S:14]([CH3:17])(=[O:16])=[O:15])[CH:7]=[CH:8][CH:9]=2)[N:4]=1. (2) Given the reactants [Cl:1][C:2]1[CH:3]=[C:4]([C:8]2[C:17]3[C:12](=[CH:13][CH:14]=[C:15]([C:18](O)([C:27]4[N:31]([CH3:32])[CH:30]=[N:29][CH:28]=4)[C:19]4[CH:26]=[CH:25][C:22]([C:23]#[N:24])=[CH:21][CH:20]=4)[CH:16]=3)[N:11]([CH3:34])[C:10](=[O:35])[CH:9]=2)[CH:5]=[CH:6][CH:7]=1.S(Cl)([Cl:38])=O, predict the reaction product. The product is: [Cl:38][C:18]([C:15]1[CH:16]=[C:17]2[C:12](=[CH:13][CH:14]=1)[N:11]([CH3:34])[C:10](=[O:35])[CH:9]=[C:8]2[C:4]1[CH:5]=[CH:6][CH:7]=[C:2]([Cl:1])[CH:3]=1)([C:27]1[N:31]([CH3:32])[CH:30]=[N:29][CH:28]=1)[C:19]1[CH:20]=[CH:21][C:22]([C:23]#[N:24])=[CH:25][CH:26]=1. (3) Given the reactants [Cl:1][C:2]1[CH:7]=[CH:6][C:5]([C:8]2[N:9]=[C:10]([CH2:24][N:25]3[N:29]=[N:28][CH:27]=[N:26]3)[C:11]([C:21]([OH:23])=[O:22])=[N:12][C:13]=2[C:14]2[CH:19]=[CH:18][C:17]([Cl:20])=[CH:16][CH:15]=2)=[CH:4][CH:3]=1.[C:30](OC(O[C:30]([CH3:33])([CH3:32])[CH3:31])N(C)C)([CH3:33])([CH3:32])[CH3:31].O.C(OCC)C, predict the reaction product. The product is: [Cl:1][C:2]1[CH:3]=[CH:4][C:5]([C:8]2[N:9]=[C:10]([CH2:24][N:25]3[N:29]=[N:28][CH:27]=[N:26]3)[C:11]([C:21]([O:23][C:30]([CH3:33])([CH3:32])[CH3:31])=[O:22])=[N:12][C:13]=2[C:14]2[CH:15]=[CH:16][C:17]([Cl:20])=[CH:18][CH:19]=2)=[CH:6][CH:7]=1. (4) Given the reactants [OH:1][C:2]1[C:3]([C:8]([OH:10])=[O:9])=[N:4][CH:5]=[CH:6][CH:7]=1.OS(O)(=O)=O.[C:16]([O-])([O-])=O.[Na+].[Na+], predict the reaction product. The product is: [OH:1][C:2]1[C:3]([C:8]([O:10][CH3:16])=[O:9])=[N:4][CH:5]=[CH:6][CH:7]=1. (5) Given the reactants [Cl-].[Cl:2][CH:3]=[N+:4]([CH3:6])[CH3:5].C([Si](C(C)C)(C(C)C)[N:11]1[CH:15]=[CH:14][CH:13]=[CH:12]1)(C)C, predict the reaction product. The product is: [Cl-:2].[CH3:5][N+:4]([CH3:6])=[CH:3][C:13]1[CH:14]=[CH:15][NH:11][CH:12]=1. (6) Given the reactants [Cl:1][C:2]1[C:6]2=[N:7][CH:8]=[C:9]([C:11]([O:13]C)=[O:12])[CH:10]=[C:5]2[NH:4][CH:3]=1.Cl, predict the reaction product. The product is: [Cl:1][C:2]1[C:6]2=[N:7][CH:8]=[C:9]([C:11]([OH:13])=[O:12])[CH:10]=[C:5]2[NH:4][CH:3]=1.